From a dataset of Reaction yield outcomes from USPTO patents with 853,638 reactions. Predict the reaction yield, written as a fraction of the theoretical maximum amount of product (1.0 means a 100% yield; for example, 0.34 means a 34% yield). The reactants are C(O[C:9]([NH:11][C@H:12]1[CH2:18][CH2:17][CH2:16][N:15]([C:19]([O:21][C:22]([CH3:25])([CH3:24])[CH3:23])=[O:20])[CH2:14][CH2:13]1)=O)C1C=CC=CC=1.Cl[C:27]1[N:31](C)[N:30]=[CH:29][C:28]=1[N+:33]([O-:35])=[O:34]. No catalyst specified. The product is [CH3:29][N:30]1[C:9]([NH:11][C@H:12]2[CH2:18][CH2:17][CH2:16][N:15]([C:19]([O:21][C:22]([CH3:23])([CH3:24])[CH3:25])=[O:20])[CH2:14][CH2:13]2)=[C:28]([N+:33]([O-:35])=[O:34])[CH:27]=[N:31]1. The yield is 0.490.